Dataset: Catalyst prediction with 721,799 reactions and 888 catalyst types from USPTO. Task: Predict which catalyst facilitates the given reaction. Reactant: [O:1]=[C:2]1[C:11]2[C:6](=[CH:7][CH:8]=[CH:9][CH:10]=2)[NH:5][CH:4]=[C:3]1[C:12]([NH:14][C:15]1[CH:16]=[C:17]([C:24]([O:26]CC)=[O:25])[C:18]2[CH:19]=[CH:20][NH:21][C:22]=2[CH:23]=1)=[O:13].[OH-].[Na+].Cl. Product: [O:1]=[C:2]1[C:11]2[C:6](=[CH:7][CH:8]=[CH:9][CH:10]=2)[NH:5][CH:4]=[C:3]1[C:12]([NH:14][C:15]1[CH:16]=[C:17]([C:24]([OH:26])=[O:25])[C:18]2[CH:19]=[CH:20][NH:21][C:22]=2[CH:23]=1)=[O:13]. The catalyst class is: 6.